Dataset: Reaction yield outcomes from USPTO patents with 853,638 reactions. Task: Predict the reaction yield, written as a fraction of the theoretical maximum amount of product (1.0 means a 100% yield; for example, 0.34 means a 34% yield). (1) The reactants are C(O)(C(F)(F)F)=O.[NH2:8][CH2:9][CH2:10][CH2:11][C@:12]([C@@H:21]1[CH2:26][CH2:25][CH2:24][N:23]([C:27]([O:29][C:30]([CH3:33])([CH3:32])[CH3:31])=[O:28])[CH2:22]1)([C:14]1[CH:19]=[CH:18][CH:17]=[C:16]([Cl:20])[CH:15]=1)[OH:13].C(N(CC)CC)C.Cl[C:42]([O:44][CH3:45])=[O:43]. The catalyst is CN(C1C=CN=CC=1)C.C(Cl)Cl. The product is [CH3:45][O:44][C:42]([NH:8][CH2:9][CH2:10][CH2:11][C@:12]([C@@H:21]1[CH2:26][CH2:25][CH2:24][N:23]([C:27]([O:29][C:30]([CH3:33])([CH3:32])[CH3:31])=[O:28])[CH2:22]1)([C:14]1[CH:19]=[CH:18][CH:17]=[C:16]([Cl:20])[CH:15]=1)[OH:13])=[O:43]. The yield is 0.690. (2) The reactants are FC1C=CN=C(NC(=O)C2C=CC(B3OC(C)(C)C(C)(C)O3)=CC=2)C=1.[F:26][C:27]1[CH:35]=[C:34]([B:36]2[O:40][C:39]([CH3:42])([CH3:41])[C:38]([CH3:44])([CH3:43])[O:37]2)[CH:33]=[CH:32][C:28]=1[C:29]([OH:31])=O.[CH2:45]([C:48]1[CH:53]=[CH:52][N:51]=[C:50]([NH2:54])[CH:49]=1)[CH2:46][CH3:47]. No catalyst specified. The product is [F:26][C:27]1[CH:35]=[C:34]([B:36]2[O:40][C:39]([CH3:42])([CH3:41])[C:38]([CH3:44])([CH3:43])[O:37]2)[CH:33]=[CH:32][C:28]=1[C:29]([NH:54][C:50]1[CH:49]=[C:48]([CH2:45][CH2:46][CH3:47])[CH:53]=[CH:52][N:51]=1)=[O:31]. The yield is 0.633.